From a dataset of Reaction yield outcomes from USPTO patents with 853,638 reactions. Predict the reaction yield, written as a fraction of the theoretical maximum amount of product (1.0 means a 100% yield; for example, 0.34 means a 34% yield). (1) The reactants are Cl[CH2:2][CH:3]1[CH2:7][CH2:6][CH:5]([CH2:8]Cl)[N:4]1[C:10]1[CH:15]=[CH:14][C:13]([Cl:16])=[CH:12][CH:11]=1.C(=O)([O-])[O-].[K+].[K+].[CH2:23]([NH2:30])[C:24]1[CH:29]=[CH:28][CH:27]=[CH:26][CH:25]=1. The catalyst is COCCOCCOC.C(OCC)C. The product is [CH2:23]([N:30]1[CH2:8][CH:5]2[N:4]([C:10]3[CH:15]=[CH:14][C:13]([Cl:16])=[CH:12][CH:11]=3)[CH:3]([CH2:7][CH2:6]2)[CH2:2]1)[C:24]1[CH:29]=[CH:28][CH:27]=[CH:26][CH:25]=1. The yield is 0.235. (2) The reactants are C[O:2][C:3]([C@@H:5]1[CH2:10][N:9]([C:11](=[O:21])[NH:12][C:13]2[CH:18]=[CH:17][C:16]([Cl:19])=[C:15]([Cl:20])[CH:14]=2)[CH:8]([CH3:22])[C:7](=[O:23])[N:6]1[CH2:24][CH2:25][CH2:26][C:27]([N:29]1[CH2:36][CH2:35][C:32]2([CH2:34][CH2:33]2)[C@H:31]([OH:37])[CH2:30]1)=[O:28])=[O:4].O.[OH-].[Li+]. The catalyst is CO. The product is [Cl:20][C:15]1[CH:14]=[C:13]([NH:12][C:11]([N:9]2[C@@H:8]([CH3:22])[C:7](=[O:23])[N:6]([CH2:24][CH2:25][CH2:26][C:27]([N:29]3[CH2:36][CH2:35][C:32]4([CH2:33][CH2:34]4)[C@H:31]([OH:37])[CH2:30]3)=[O:28])[CH:5]([C:3]([OH:4])=[O:2])[CH2:10]2)=[O:21])[CH:18]=[CH:17][C:16]=1[Cl:19]. The yield is 0.730. (3) The reactants are ClC1C(=O)C(C#N)=C(C#N)C(=O)C=1Cl.[Br:15][C:16]1[C:26]2[C:27]3[C:19]([CH2:20][CH2:21][C:22]=3[CH:23]=[CH:24][CH:25]=2)=[CH:18][CH:17]=1. The catalyst is C1C=CC=CC=1. The product is [Br:15][C:16]1[C:26]2[C:27]3[C:19]([CH:20]=[CH:21][C:22]=3[CH:23]=[CH:24][CH:25]=2)=[CH:18][CH:17]=1. The yield is 0.516. (4) The reactants are [F:1][C:2]([F:21])([F:20])[C:3]1[CH:4]=[C:5]([S:9]([CH:12]2[CH2:15][CH:14]([C:16](OC)=[O:17])[CH2:13]2)(=[O:11])=[O:10])[CH:6]=[CH:7][CH:8]=1.[H-].[H-].[H-].[H-].[Li+].[Al+3]. The catalyst is C1COCC1. The product is [F:20][C:2]([F:1])([F:21])[C:3]1[CH:4]=[C:5]([S:9]([CH:12]2[CH2:13][CH:14]([CH2:16][OH:17])[CH2:15]2)(=[O:11])=[O:10])[CH:6]=[CH:7][CH:8]=1. The yield is 0.810. (5) The reactants are O(P(O[C:18]1[C@H:24]([CH3:25])[C@@H:23]2[N:20]([C:21](=[O:29])[C@@H:22]2[C@H:26]([OH:28])[CH3:27])[C:19]=1[C:30]([O:32][CH2:33][C:34]1[CH:39]=[CH:38][C:37]([N+:40]([O-:42])=[O:41])=[CH:36][CH:35]=1)=[O:31])(OC1C=CC=CC=1)=O)C1C=CC=CC=1.[SH:43][CH:44]1[CH2:47][N:46]([S:48]([NH:51][CH2:52][CH:53]([OH:56])[CH2:54][NH2:55])(=[O:50])=[O:49])[CH2:45]1. No catalyst specified. The yield is 0.455. The product is [OH:56][CH:53]([CH2:54][NH2:55])[CH2:52][NH:51][S:48]([N:46]1[CH2:47][CH:44]([S:43][C:18]2[C@H:24]([CH3:25])[C@H:23]3[N:20]([C:21](=[O:29])[C@@H:22]3[C@H:26]([OH:28])[CH3:27])[C:19]=2[C:30]([O:32][CH2:33][C:34]2[CH:35]=[CH:36][C:37]([N+:40]([O-:42])=[O:41])=[CH:38][CH:39]=2)=[O:31])[CH2:45]1)(=[O:49])=[O:50].